Dataset: Reaction yield outcomes from USPTO patents with 853,638 reactions. Task: Predict the reaction yield, written as a fraction of the theoretical maximum amount of product (1.0 means a 100% yield; for example, 0.34 means a 34% yield). (1) The reactants are [C:1]([C:4]1[CH:11]=[CH:10][C:7]([CH:8]=[O:9])=[CH:6][CH:5]=1)([OH:3])=[O:2].C(OC(O[C:15]([CH3:18])([CH3:17])[CH3:16])=O)(O[C:15]([CH3:18])([CH3:17])[CH3:16])=O. The catalyst is O1CCCC1.CN(C)C1C=CN=CC=1. The product is [C:15]([O:2][C:1](=[O:3])[C:4]1[CH:11]=[CH:10][C:7]([CH:8]=[O:9])=[CH:6][CH:5]=1)([CH3:18])([CH3:17])[CH3:16]. The yield is 0.340. (2) The reactants are [Br:1][C:2]1[CH:3]=[CH:4][C:5](C(OC)=O)=[N:6][CH:7]=1.[CH3:12][Mg]Br.C([O:17][CH2:18][CH3:19])C. The catalyst is C1COCC1. The product is [Br:1][C:2]1[CH:3]=[CH:4][C:5]([C:18]([OH:17])([CH3:19])[CH3:12])=[N:6][CH:7]=1. The yield is 0.810. (3) The reactants are [CH2:1]([O:8][NH:9][S:10]([C:13]1[CH:18]=[CH:17][CH:16]=[CH:15][C:14]=1[N+:19]([O-:21])=[O:20])(=[O:12])=[O:11])[C:2]1[CH:7]=[CH:6][CH:5]=[CH:4][CH:3]=1.O[C@@H:23]1[CH2:28][N:27]([C:29]([O:31][C:32]([CH3:35])([CH3:34])[CH3:33])=[O:30])[C@H:26]([C:36]([O:38][CH2:39][CH3:40])=[O:37])[CH2:25][CH2:24]1.C1C=CC(P(C2C=CC=CC=2)C2C=CC=CC=2)=CC=1.CCOC(/N=N/C(OCC)=O)=O. The catalyst is C1COCC1. The product is [CH2:1]([O:8][N:9]([C@H:23]1[CH2:28][N:27]([C:29]([O:31][C:32]([CH3:33])([CH3:34])[CH3:35])=[O:30])[C@H:26]([C:36]([O:38][CH2:39][CH3:40])=[O:37])[CH2:25][CH2:24]1)[S:10]([C:13]1[CH:18]=[CH:17][CH:16]=[CH:15][C:14]=1[N+:19]([O-:21])=[O:20])(=[O:12])=[O:11])[C:2]1[CH:7]=[CH:6][CH:5]=[CH:4][CH:3]=1. The yield is 0.800. (4) The reactants are [Cl:1][C:2]1[CH:7]=[C:6](I)[CH:5]=[CH:4][C:3]=1[NH:9][C:10]1[C:22]([F:23])=[C:21]([F:24])[CH:20]=[CH:19][C:11]=1[C:12]([NH:14][O:15][CH2:16][CH2:17][OH:18])=[O:13].[CH3:25][Si:26]([C:29]#[CH:30])([CH3:28])[CH3:27]. The catalyst is C(N(CC)CC)C.Cl[Pd](Cl)([P](C1C=CC=CC=1)(C1C=CC=CC=1)C1C=CC=CC=1)[P](C1C=CC=CC=1)(C1C=CC=CC=1)C1C=CC=CC=1. The product is [Cl:1][C:2]1[CH:7]=[C:6]([C:30]#[C:29][Si:26]([CH3:28])([CH3:27])[CH3:25])[CH:5]=[CH:4][C:3]=1[NH:9][C:10]1[C:22]([F:23])=[C:21]([F:24])[CH:20]=[CH:19][C:11]=1[C:12]([NH:14][O:15][CH2:16][CH2:17][OH:18])=[O:13]. The yield is 0.760. (5) The reactants are [CH:1]12[N:7]([C:8]3[CH:9]=[CH:10][C:11]([N+:20]([O-])=O)=[C:12]([C:14]#[C:15][CH2:16][N:17]([CH3:19])[CH3:18])[CH:13]=3)[CH:4]([CH2:5][CH2:6]1)[CH2:3][CH2:2]2. The catalyst is O.[Fe]. The product is [CH:1]12[N:7]([C:8]3[CH:9]=[CH:10][C:11]([NH2:20])=[C:12]([C:14]#[C:15][CH2:16][N:17]([CH3:19])[CH3:18])[CH:13]=3)[CH:4]([CH2:5][CH2:6]1)[CH2:3][CH2:2]2. The yield is 0.480. (6) The reactants are [CH2:1]([O:5][C:6]1[CH:36]=[CH:35][C:9]([CH2:10][CH:11]([NH:25][S:26]([C:29]2[CH:34]=[CH:33][CH:32]=[CH:31][N:30]=2)(=[O:28])=[O:27])[C:12]2[N:17]=[C:16]([NH:18][CH2:19][C:20]([O:22]CC)=[O:21])[CH:15]=[CH:14][CH:13]=2)=[CH:8][CH:7]=1)[CH2:2][CH2:3][CH3:4].[OH-].[Na+].Cl. The catalyst is C(O)C. The product is [CH2:1]([O:5][C:6]1[CH:7]=[CH:8][C:9]([CH2:10][CH:11]([NH:25][S:26]([C:29]2[CH:34]=[CH:33][CH:32]=[CH:31][N:30]=2)(=[O:27])=[O:28])[C:12]2[N:17]=[C:16]([NH:18][CH2:19][C:20]([OH:22])=[O:21])[CH:15]=[CH:14][CH:13]=2)=[CH:35][CH:36]=1)[CH2:2][CH2:3][CH3:4]. The yield is 0.770. (7) The reactants are [CH2:1]([O:8][C:9]([N:11]1[CH2:16][CH2:15][C:14]2([C:24]3[C:19](=[CH:20][CH:21]=[C:22]([C:25]([CH3:28])([CH3:27])[CH3:26])[CH:23]=3)[NH:18][CH2:17]2)[CH2:13][CH2:12]1)=[O:10])[C:2]1[CH:7]=[CH:6][CH:5]=[CH:4][CH:3]=1.CCN(CC)CC.[F:36][C:37]1[CH:45]=[CH:44][CH:43]=[C:42]([F:46])[C:38]=1[C:39](Cl)=[O:40]. The catalyst is C(Cl)Cl. The product is [CH2:1]([O:8][C:9]([N:11]1[CH2:16][CH2:15][C:14]2([C:24]3[C:19](=[CH:20][CH:21]=[C:22]([C:25]([CH3:28])([CH3:27])[CH3:26])[CH:23]=3)[N:18]([C:39](=[O:40])[C:38]3[C:37]([F:36])=[CH:45][CH:44]=[CH:43][C:42]=3[F:46])[CH2:17]2)[CH2:13][CH2:12]1)=[O:10])[C:2]1[CH:7]=[CH:6][CH:5]=[CH:4][CH:3]=1. The yield is 0.880. (8) The reactants are [S:1]1[C:5]2[CH:6]=[CH:7][CH:8]=[CH:9][C:4]=2[C:3]([N:10]2[CH2:15][CH2:14][N:13]([CH2:16][CH2:17][C:18]([C:20]3[CH:21]=[C:22]4[C:26](=[CH:27][CH:28]=3)[C:25]([CH3:30])([CH3:29])[C:24](=[O:31])[C:23]4([CH3:33])[CH3:32])=O)[CH2:12][CH2:11]2)=[N:2]1.[S:34]1[C:38]2[CH:39]=[CH:40][CH:41]=[CH:42][C:37]=2[C:36]([N:43]2[CH2:48][CH2:47][N:46]([CH2:49][CH2:50][CH:51]([C:53]3[CH:54]=[C:55]4[C:59](=[CH:60][CH:61]=3)[C:58]([CH3:63])([CH3:62])[C:57](=[O:64])[C:56]4([CH3:66])[CH3:65])O)[CH2:45][CH2:44]2)=[N:35]1.S1C2C=CC=CC=2C(N2CCN(CCC(C3C=C4C(=CC=3)C(C)(C)C(O)C4(C)C)O)CC2)=N1.CS([Cl:104])(=O)=O.C(N(CC)CC)C. The catalyst is C(Cl)Cl. The product is [S:1]1[C:5]2[CH:6]=[CH:7][CH:8]=[CH:9][C:4]=2[C:3]([N:10]2[CH2:15][CH2:14][N:13]([CH2:16][CH2:17][CH:18]([C:20]3[CH:21]=[C:22]4[C:26](=[CH:27][CH:28]=3)[C:25]([CH3:30])([CH3:29])[C:24](=[O:31])[C:23]4([CH3:33])[CH3:32])[Cl:104])[CH2:12][CH2:11]2)=[N:2]1.[S:34]1[C:38]2[CH:39]=[CH:40][CH:41]=[CH:42][C:37]=2[C:36]([N:43]2[CH2:48][CH2:47][N:46]([CH2:49][CH2:50][CH:51]([C:53]3[CH:54]=[C:55]4[C:59](=[CH:60][CH:61]=3)[C:58]([CH3:63])([CH3:62])[CH:57]([OH:64])[C:56]4([CH3:66])[CH3:65])[Cl:104])[CH2:45][CH2:44]2)=[N:35]1. The yield is 0.580. (9) The reactants are [CH2:1]([S:8][C:9]1[N:10]=[C:11](Cl)[C:12]2[S:17][C:16]([NH2:18])=[N:15][C:13]=2[N:14]=1)[C:2]1[CH:7]=[CH:6][CH:5]=[CH:4][CH:3]=1.CCN(C(C)C)C(C)C.[CH3:29][NH:30][C@H:31]([CH2:34][CH2:35][CH3:36])[CH2:32][OH:33]. The catalyst is CN1C(=O)CCC1. The product is [NH2:18][C:16]1[S:17][C:12]2[C:11]([N:30]([CH3:29])[C@H:31]([CH2:34][CH2:35][CH3:36])[CH2:32][OH:33])=[N:10][C:9]([S:8][CH2:1][C:2]3[CH:7]=[CH:6][CH:5]=[CH:4][CH:3]=3)=[N:14][C:13]=2[N:15]=1. The yield is 0.760.